Predict the reactants needed to synthesize the given product. From a dataset of Full USPTO retrosynthesis dataset with 1.9M reactions from patents (1976-2016). (1) The reactants are: C([CH2:3][NH:4][C:5]1[NH:9][C:8]([C:10]2[CH:15]=[CH:14][C:13]([F:16])=[CH:12][CH:11]=2)=[N:7][C:6]=1[C:17]1[CH:22]=[CH:21][CH:20]=[CH:19][CH:18]=1)=O.[ClH:23].[C:24](=O)([O-])O.[Na+]. Given the product [ClH:23].[CH3:24][N:4]([CH3:3])[C:5]1[NH:9][C:8]([C:10]2[CH:11]=[CH:12][C:13]([F:16])=[CH:14][CH:15]=2)=[N:7][C:6]=1[C:17]1[CH:22]=[CH:21][CH:20]=[CH:19][CH:18]=1, predict the reactants needed to synthesize it. (2) The reactants are: Br[C:2]1[C:15]2[C:16]3=[C:17]4[C:12](=[CH:13][CH:14]=2)[CH:11]=[CH:10][CH:9]=[C:8]4[CH:7]=[CH:6][C:5]3=[CH:4][CH:3]=1.[CH:18]1[C:27]2[C:22](=[CH:23][CH:24]=[CH:25][CH:26]=2)[CH:21]=[CH:20][C:19]=1B(O)O.P([O-])([O-])([O-])=O.[K+].[K+].[K+].CN(C)C=O. Given the product [CH:18]1[C:27]2[C:22](=[CH:23][CH:24]=[CH:25][CH:26]=2)[CH:21]=[CH:20][C:19]=1[C:9]1[C:8]2[C:17]3=[C:16]4[C:5](=[CH:6][CH:7]=2)[CH:4]=[CH:3][CH:2]=[C:15]4[CH:14]=[CH:13][C:12]3=[CH:11][CH:10]=1, predict the reactants needed to synthesize it. (3) Given the product [ClH:21].[NH2:19][CH2:18][C:13]1[CH:14]=[CH:15][CH:16]=[CH:17][C:12]=1[S:9]([N:8]([CH2:1][C:2]1[CH:3]=[CH:4][CH:5]=[CH:6][CH:7]=1)[CH3:20])(=[O:11])=[O:10], predict the reactants needed to synthesize it. The reactants are: [CH2:1]([N:8]([CH3:20])[S:9]([C:12]1[CH:17]=[CH:16][CH:15]=[CH:14][C:13]=1[C:18]#[N:19])(=[O:11])=[O:10])[C:2]1[CH:7]=[CH:6][CH:5]=[CH:4][CH:3]=1.[ClH:21]. (4) Given the product [Cl:1][C:2]1[CH:3]=[C:4]([CH:7]=[CH:8][CH:9]=1)/[CH:5]=[C:14]1\[N:13]=[C:10]([CH3:11])[O:17][C:15]\1=[O:16], predict the reactants needed to synthesize it. The reactants are: [Cl:1][C:2]1[CH:3]=[C:4]([CH:7]=[CH:8][CH:9]=1)[CH:5]=O.[C:10]([NH:13][CH2:14][C:15]([OH:17])=[O:16])(=O)[CH3:11].C([O-])(=O)C.[Na+].